The task is: Predict the reactants needed to synthesize the given product.. This data is from Full USPTO retrosynthesis dataset with 1.9M reactions from patents (1976-2016). Given the product [C:2]1([C:1]([CH2:9][CH2:10][CH2:11][CH2:12][CH2:13][CH2:14][C:15]([O:17][CH2:18][CH3:19])=[O:16])=[O:8])[C:7]2[C:6](=[CH:20][CH:21]=[CH:22][CH:23]=2)[CH:5]=[CH:4][CH:3]=1, predict the reactants needed to synthesize it. The reactants are: [C:1]([CH2:9][CH2:10][CH2:11][CH2:12][CH2:13][CH2:14][C:15]([O:17][CH2:18][CH3:19])=[O:16])(=[O:8])[C:2]1[CH:7]=[CH:6][CH:5]=[CH:4][CH:3]=1.[C:20](Cl)(=O)[C:21]1C=CC=[CH:23][CH:22]=1.